This data is from Forward reaction prediction with 1.9M reactions from USPTO patents (1976-2016). The task is: Predict the product of the given reaction. (1) Given the reactants [N:1]1[CH:6]=[CH:5][CH:4]=[C:3]([CH2:7][CH:8]2[CH:13]([OH:14])[CH:12]3[CH2:15][CH2:16][N:9]2[CH2:10][CH2:11]3)[CH:2]=1.[C:17]1(O)[CH:22]=[CH:21][CH:20]=[CH:19][CH:18]=1.C1(P(C2C=CC=CC=2)C2C=CC=CC=2)C=CC=CC=1, predict the reaction product. The product is: [C:17]1([O:14][CH:13]2[CH:12]3[CH2:11][CH2:10][N:9]([CH2:16][CH2:15]3)[CH:8]2[CH2:7][C:3]2[CH:2]=[N:1][CH:6]=[CH:5][CH:4]=2)[CH:22]=[CH:21][CH:20]=[CH:19][CH:18]=1. (2) Given the reactants [CH2:1]([O:4][C:5]1([CH3:51])[CH2:10][CH2:9][N:8]([C:11]2[N:16]3[CH:17]=[C:18]([C:20]4[CH:21]=[C:22]([C:26]5[C:31]([O:32][C@H:33]([CH2:35][CH:36]=C)[CH3:34])=[CH:30][CH:29]=[C:28]([F:38])[C:27]=5[F:39])[CH:23]=[CH:24][CH:25]=4)[N:19]=[C:15]3[CH:14]=[C:13]([CH3:40])[C:12]=2[C@H:41]([O:46][C:47]([CH3:50])([CH3:49])[CH3:48])[C:42]([O:44][CH3:45])=[O:43])[CH2:7][CH2:6]1)[CH:2]=C.C(O[C@@H](C1C(C)=CC2=NC3=CN2C=1N1CCC(C)(OCC=CC[C@H](C)OC2C=C(F)C=CC=2C2C=C3C=CC=2)CC1)C(OC)=O)(C)(C)C, predict the reaction product. The product is: [C:47]([O:46][C@@H:41]([C:12]1[C:13]([CH3:40])=[CH:14][C:15]2=[N:19][C:18]3=[CH:17][N:16]2[C:11]=1[N:8]1[CH2:7][CH2:6][C:5]([CH3:51])([O:4][CH2:1][CH:2]=[CH:36][CH2:35][C@H:33]([CH3:34])[O:32][C:31]2[CH:30]=[CH:29][C:28]([F:38])=[C:27]([F:39])[C:26]=2[C:22]2[CH:21]=[C:20]3[CH:25]=[CH:24][CH:23]=2)[CH2:10][CH2:9]1)[C:42]([O:44][CH3:45])=[O:43])([CH3:48])([CH3:49])[CH3:50]. (3) Given the reactants [CH:1]([C:3]1[CH:10]=[CH:9][C:6]([C:7]#[N:8])=[CH:5][N:4]=1)=[CH2:2].COC(=O)C1C=C(F)C(C(OC)=O)=CC=1N, predict the reaction product. The product is: [CH2:1]([C:3]1[CH:10]=[CH:9][C:6]([C:7]#[N:8])=[CH:5][N:4]=1)[CH3:2]. (4) Given the reactants Cl[C:2]1[N:7]=[C:6]([NH:8][C:9]2[CH:14]=[CH:13][C:12]([O:15][CH3:16])=[C:11]([Cl:17])[CH:10]=2)[N:5]=[C:4]([NH:18][CH:19]([CH2:23][CH2:24][CH3:25])[CH2:20][CH2:21][CH3:22])[N:3]=1.[CH3:26][N:27]1[CH2:32][CH2:31][CH:30]([NH:33][CH3:34])[CH2:29][CH2:28]1.[OH-].[Na+].Cl, predict the reaction product. The product is: [OH-:15].[NH4+:3].[Cl:17][C:11]1[CH:10]=[C:9]([NH:8][C:6]2[N:7]=[C:2]([N:33]([CH3:34])[CH:30]3[CH2:31][CH2:32][N:27]([CH3:26])[CH2:28][CH2:29]3)[N:3]=[C:4]([NH:18][CH:19]([CH2:23][CH2:24][CH3:25])[CH2:20][CH2:21][CH3:22])[N:5]=2)[CH:14]=[CH:13][C:12]=1[O:15][CH3:16]. (5) Given the reactants [Br:1][C:2]1[C:11]2[C:10]([CH3:13])([CH3:12])[CH2:9][CH:8]=[C:7]([C:14]([CH3:17])([CH3:16])[CH3:15])[C:6]=2[CH:5]=[C:4]([C:18](=O)[CH3:19])[C:3]=1[O:21][CH2:22][CH3:23].[CH3:24][CH2:25][O:26][C:27]([CH:29](P(OCC)(OCC)=O)[F:30])=[O:28].C([Li])CCC, predict the reaction product. The product is: [Br:1][C:2]1[C:11]2[C:10]([CH3:13])([CH3:12])[CH2:9][CH:8]=[C:7]([C:14]([CH3:16])([CH3:15])[CH3:17])[C:6]=2[CH:5]=[C:4](/[C:18](/[CH3:19])=[C:29](/[F:30])\[C:27]([O:26][CH2:25][CH3:24])=[O:28])[C:3]=1[O:21][CH2:22][CH3:23]. (6) The product is: [N:1]1([C:7](=[O:24])[CH2:8][C@@H:9]([CH2:13][S:14]([CH2:17][C:18]2[CH:23]=[CH:22][CH:21]=[CH:20][CH:19]=2)(=[O:16])=[O:15])[C:10]([NH:25][C@H:26]([C:27]([C:29]2[O:33][N:32]=[C:31]([C:34]3[CH:39]=[CH:38][CH:37]=[CH:36][CH:35]=3)[N:30]=2)=[O:28])[CH2:40][CH3:41])=[O:12])[CH2:2][CH2:3][O:4][CH2:5][CH2:6]1. Given the reactants [N:1]1([C:7](=[O:24])[CH2:8][CH:9]([CH2:13][S:14]([CH2:17][C:18]2[CH:23]=[CH:22][CH:21]=[CH:20][CH:19]=2)(=[O:16])=[O:15])[C:10]([OH:12])=O)[CH2:6][CH2:5][O:4][CH2:3][CH2:2]1.[NH2:25][CH:26]([CH2:40][CH3:41])[C@@H:27]([C:29]1[O:33][N:32]=[C:31]([C:34]2[CH:39]=[CH:38][CH:37]=[CH:36][CH:35]=2)[N:30]=1)[OH:28], predict the reaction product.